Task: Predict which catalyst facilitates the given reaction.. Dataset: Catalyst prediction with 721,799 reactions and 888 catalyst types from USPTO (1) Reactant: C[O-].[Na+].[CH:4]([C:6]1[CH:11]=[CH:10][C:9]([NH:12][C:13](=[O:19])[O:14][C:15]([CH3:18])([CH3:17])[CH3:16])=[CH:8][CH:7]=1)=O.[CH3:20][O:21][C:22](=[O:27])[CH2:23][N:24]=[N+:25]=[N-:26]. Product: [N:24](/[C:23](=[CH:4]/[C:6]1[CH:11]=[CH:10][C:9]([NH:12][C:13]([O:14][C:15]([CH3:18])([CH3:17])[CH3:16])=[O:19])=[CH:8][CH:7]=1)/[C:22]([O:21][CH3:20])=[O:27])=[N+:25]=[N-:26]. The catalyst class is: 5. (2) Reactant: C[O:2][C:3]([C:5]1[C:13]2[N:12]=[C:11]([C:14](=[O:29])[NH:15][C:16]3[CH:21]=[CH:20][C:19]([N:22]4[CH2:27][CH2:26][O:25][CH2:24][C:23]4=[O:28])=[CH:18][CH:17]=3)[N:10]([CH2:30][C:31](=[O:40])[NH:32][C:33]3[CH:38]=[CH:37][C:36]([Cl:39])=[CH:35][N:34]=3)[C:9]=2[CH:8]=[CH:7][CH:6]=1)=[O:4].B(Br)(Br)Br. Product: [Cl:39][C:36]1[CH:37]=[CH:38][C:33]([NH:32][C:31]([CH2:30][N:10]2[C:9]3[CH:8]=[CH:7][CH:6]=[C:5]([C:3]([OH:4])=[O:2])[C:13]=3[N:12]=[C:11]2[C:14](=[O:29])[NH:15][C:16]2[CH:21]=[CH:20][C:19]([N:22]3[CH2:27][CH2:26][O:25][CH2:24][C:23]3=[O:28])=[CH:18][CH:17]=2)=[O:40])=[N:34][CH:35]=1. The catalyst class is: 2. (3) Reactant: ClCCl.[CH2:4]([N:6]1[C:12](=[O:13])[C:11]([CH3:15])([CH3:14])[C:10](=[O:16])[N:9]([CH3:17])[C:8]2[CH:18]=[C:19]([OH:22])[CH:20]=[CH:21][C:7]1=2)[CH3:5].C(N(CC)CC)C.[F:30][C:31]([F:44])([F:43])[S:32](O[S:32]([C:31]([F:44])([F:43])[F:30])(=[O:34])=[O:33])(=[O:34])=[O:33]. Product: [CH2:4]([N:6]1[C:12](=[O:13])[C:11]([CH3:15])([CH3:14])[C:10](=[O:16])[N:9]([CH3:17])[C:8]2[CH:18]=[C:19]([O:22][S:32]([C:31]([F:44])([F:43])[F:30])(=[O:34])=[O:33])[CH:20]=[CH:21][C:7]1=2)[CH3:5]. The catalyst class is: 6. (4) Reactant: [CH:1]1([CH2:4][O:5][C:6](=[O:25])[CH:7]([C:12]2[CH:17]=[C:16]([O:18][CH2:19][CH:20]3[CH2:22][CH2:21]3)[C:15](I)=[CH:14][C:13]=2[F:24])[CH2:8][CH:9]([CH3:11])[CH3:10])[CH2:3][CH2:2]1.[F:26][C:27]([F:38])([F:37])[C:28]1[CH:33]=[CH:32][C:31](B(O)O)=[CH:30][CH:29]=1.[F-].[Cs+].O.CCOC(C)=O. Product: [CH:1]1([CH2:4][O:5][C:6](=[O:25])[CH:7]([C:12]2[C:13]([F:24])=[CH:14][C:15]([C:31]3[CH:32]=[CH:33][C:28]([C:27]([F:38])([F:37])[F:26])=[CH:29][CH:30]=3)=[C:16]([O:18][CH2:19][CH:20]3[CH2:22][CH2:21]3)[CH:17]=2)[CH2:8][CH:9]([CH3:11])[CH3:10])[CH2:3][CH2:2]1. The catalyst class is: 104.